Dataset: Reaction yield outcomes from USPTO patents with 853,638 reactions. Task: Predict the reaction yield, written as a fraction of the theoretical maximum amount of product (1.0 means a 100% yield; for example, 0.34 means a 34% yield). (1) The reactants are Br[CH2:2][C:3]1[S:11][C:10]2[C:9]([N:12]3[CH2:17][CH2:16][O:15][CH2:14][CH2:13]3)=[N:8][C:7]([Cl:18])=[N:6][C:5]=2[CH:4]=1.Cl.[C:20]([O:24][C:25]([N:27]1[CH2:32][CH2:31][NH:30][CH2:29][C@H:28]1[CH:33]([CH3:35])[CH3:34])=[O:26])([CH3:23])([CH3:22])[CH3:21].C(=O)([O-])[O-].[K+].[K+]. The catalyst is CN(C=O)C.O.C(Cl)Cl. The product is [C:20]([O:24][C:25]([N:27]1[CH2:32][CH2:31][N:30]([CH2:2][C:3]2[S:11][C:10]3[C:9]([N:12]4[CH2:17][CH2:16][O:15][CH2:14][CH2:13]4)=[N:8][C:7]([Cl:18])=[N:6][C:5]=3[CH:4]=2)[CH2:29][C@H:28]1[CH:33]([CH3:35])[CH3:34])=[O:26])([CH3:23])([CH3:22])[CH3:21]. The yield is 0.970. (2) The reactants are Cl[C:2]1[N:7]=[CH:6][C:5](/[CH:8]=[CH:9]/[C:10]2[CH:11]=[C:12]([CH:17]=[C:18]([O:21][CH3:22])[C:19]=2[F:20])[C:13]([O:15][CH3:16])=[O:14])=[CH:4][N:3]=1.[CH3:23][C:24]1[CH:29]=[C:28]([NH2:30])[CH:27]=[CH:26][N:25]=1.CC1(C)C2C(=C(P(C3C=CC=CC=3)C3C=CC=CC=3)C=CC=2)OC2C(P(C3C=CC=CC=3)C3C=CC=CC=3)=CC=CC1=2.C([O-])([O-])=O.[Cs+].[Cs+]. The catalyst is O1CCOCC1. The product is [F:20][C:19]1[C:10](/[CH:9]=[CH:8]/[C:5]2[CH:4]=[N:3][C:2]([NH:30][C:28]3[CH:27]=[CH:26][N:25]=[C:24]([CH3:23])[CH:29]=3)=[N:7][CH:6]=2)=[CH:11][C:12]([C:13]([O:15][CH3:16])=[O:14])=[CH:17][C:18]=1[O:21][CH3:22]. The yield is 0.504. (3) The reactants are [CH2:1]([O:3][C:4]([C:6]1[CH:7]=[N:8][C:9]2[C:14]([CH:15]=1)=[CH:13][CH:12]=[C:11]([NH2:16])[CH:10]=2)=[O:5])[CH3:2].C(N(C(C)C)CC)(C)C.[F:26][C:27]([F:44])([F:43])[C:28]1[CH:33]=[CH:32][C:31]([C:34]2[C:35]([C:40](Cl)=[O:41])=[CH:36][CH:37]=[CH:38][CH:39]=2)=[CH:30][CH:29]=1.C(OC(C)C)(C)C. The catalyst is ClC(Cl)C.C1(C)C=CC=CC=1. The product is [CH2:1]([O:3][C:4]([C:6]1[CH:7]=[N:8][C:9]2[C:14]([CH:15]=1)=[CH:13][CH:12]=[C:11]([NH:16][C:40]([C:35]1[C:34]([C:31]3[CH:32]=[CH:33][C:28]([C:27]([F:26])([F:43])[F:44])=[CH:29][CH:30]=3)=[CH:39][CH:38]=[CH:37][CH:36]=1)=[O:41])[CH:10]=2)=[O:5])[CH3:2]. The yield is 0.584.